Predict the product of the given reaction. From a dataset of Forward reaction prediction with 1.9M reactions from USPTO patents (1976-2016). (1) Given the reactants [ClH:1].Cl.[CH2:3]([N:10]1[CH2:15][CH2:14][NH:13][CH2:12][CH2:11]1)[C:4]1[CH:9]=[CH:8][CH:7]=[CH:6][CH:5]=1.BrCC([C:20]1[C:29]2[C:24](=[C:25]([Cl:32])[C:26]([O:30][CH3:31])=[CH:27][CH:28]=2)[CH:23]=[CH:22][CH:21]=1)=O.C([O-])([O-])=O.[K+].[K+].[CH3:39][C:40](C)=[O:41], predict the reaction product. The product is: [ClH:32].[ClH:1].[CH2:3]([N:10]1[CH2:15][CH2:14][N:13]([CH2:39][C:40]([C:21]2[CH:22]=[CH:23][C:24]3[C:29](=[CH:28][CH:27]=[C:26]([O:30][CH3:31])[C:25]=3[Cl:32])[CH:20]=2)=[O:41])[CH2:12][CH2:11]1)[C:4]1[CH:5]=[CH:6][CH:7]=[CH:8][CH:9]=1. (2) Given the reactants [F:1][C:2]([F:18])([F:17])[C:3]([NH:5][C@@H:6]1[CH2:10][CH2:9][N:8]([C:11](=[O:16])[C:12]([F:15])([F:14])[F:13])[CH2:7]1)=[O:4].C(O)(=O)C.[C:23]([O:27][C:28](=[O:31])[CH2:29]Br)([CH3:26])([CH3:25])[CH3:24], predict the reaction product. The product is: [C:23]([O:27][C:28](=[O:31])[CH2:29][N:5]([C:3](=[O:4])[C:2]([F:1])([F:17])[F:18])[C@@H:6]1[CH2:10][CH2:9][N:8]([C:11](=[O:16])[C:12]([F:15])([F:13])[F:14])[CH2:7]1)([CH3:26])([CH3:25])[CH3:24]. (3) Given the reactants FC(F)(F)C(O)=O.C(OC([N:15]1[CH2:28][CH2:27][CH2:26][C:25]2[C:24]3[C:19](=[CH:20][C:21]([N:29]4[CH:34]=[CH:33][C:32]([O:35][CH2:36][C:37]5[CH:42]=[CH:41][CH:40]=[CH:39][CH:38]=5)=[CH:31][C:30]4=[O:43])=[CH:22][CH:23]=3)[N:18]([CH3:44])[C:17]=2[CH2:16]1)=O)(C)(C)C, predict the reaction product. The product is: [CH2:36]([O:35][C:32]1[CH:33]=[CH:34][N:29]([C:21]2[CH:20]=[C:19]3[C:24]([C:25]4[CH2:26][CH2:27][CH2:28][NH:15][CH2:16][C:17]=4[N:18]3[CH3:44])=[CH:23][CH:22]=2)[C:30](=[O:43])[CH:31]=1)[C:37]1[CH:38]=[CH:39][CH:40]=[CH:41][CH:42]=1. (4) Given the reactants [C:1]1([S:7]([N:10]2[C:18]3[C:13](=[CH:14][C:15]([O:20]CC4C=CC=CC=4)=[C:16]([F:19])[CH:17]=3)[CH:12]=[CH:11]2)(=[O:9])=[O:8])[CH:6]=[CH:5][CH:4]=[CH:3][CH:2]=1, predict the reaction product. The product is: [F:19][C:16]1[CH:17]=[C:18]2[C:13]([CH:12]=[CH:11][N:10]2[S:7]([C:1]2[CH:6]=[CH:5][CH:4]=[CH:3][CH:2]=2)(=[O:9])=[O:8])=[CH:14][C:15]=1[OH:20]. (5) Given the reactants C([O:3][C:4]([C@@H:6]1[C@@H:12]([C:13]2[S:14][CH:15]=[CH:16][CH:17]=2)[CH2:11][CH:10]2[N:18]([CH3:19])[CH:7]1[CH2:8][CH2:9]2)=O)C.C1(C)C=CC=CC=1.COCCO[AlH2-]OCCOC.[Na+].[OH-].[Na+], predict the reaction product. The product is: [CH3:19][N:18]1[CH:10]2[CH2:9][CH2:8][CH:7]1[C@H:6]([CH2:4][OH:3])[C@@H:12]([C:13]1[S:14][CH:15]=[CH:16][CH:17]=1)[CH2:11]2.